From a dataset of Reaction yield outcomes from USPTO patents with 853,638 reactions. Predict the reaction yield, written as a fraction of the theoretical maximum amount of product (1.0 means a 100% yield; for example, 0.34 means a 34% yield). (1) The reactants are [Br:1][C:2]1[CH:3]=[N:4][C:5](Cl)=[N:6][CH:7]=1.[NH:9]1[CH2:14][CH2:13][O:12][CH2:11][CH2:10]1.C(N(C(C)C)CC)(C)C.[Cl-].[NH4+]. The product is [Br:1][C:2]1[CH:3]=[N:4][C:5]([N:9]2[CH2:14][CH2:13][O:12][CH2:11][CH2:10]2)=[N:6][CH:7]=1. The yield is 0.870. The catalyst is C(#N)C. (2) The reactants are [NH2:1][C:2]1[C:11]2[C:6](=[C:7](Br)[CH:8]=[CH:9][CH:10]=2)[N:5]=[N:4][C:3]=1[C:13]([NH:15][CH2:16][CH2:17][CH3:18])=[O:14].[CH3:19][O:20][C:21]1[CH:26]=[CH:25][C:24](B(O)O)=[C:23]([C:30]([F:33])([F:32])[F:31])[CH:22]=1. No catalyst specified. The product is [NH2:1][C:2]1[C:11]2[C:6](=[C:7]([C:24]3[CH:25]=[CH:26][C:21]([O:20][CH3:19])=[CH:22][C:23]=3[C:30]([F:31])([F:32])[F:33])[CH:8]=[CH:9][CH:10]=2)[N:5]=[N:4][C:3]=1[C:13]([NH:15][CH2:16][CH2:17][CH3:18])=[O:14]. The yield is 0.820. (3) The reactants are [CH3:1][Si](C=[N+]=[N-])(C)C.[Br:8][C:9]1[CH:14]=[CH:13][C:12]([NH:15][C:16]2[C:21]([C:22]([OH:24])=[O:23])=[CH:20][N:19]=[C:18]([Cl:25])[C:17]=2[F:26])=[C:11]([F:27])[CH:10]=1.C1COCC1. The catalyst is CO. The product is [CH3:1][O:23][C:22](=[O:24])[C:21]1[C:16]([NH:15][C:12]2[CH:13]=[CH:14][C:9]([Br:8])=[CH:10][C:11]=2[F:27])=[C:17]([F:26])[C:18]([Cl:25])=[N:19][CH:20]=1. The yield is 0.920. (4) The reactants are C([O:3][C:4]([C:6]1[NH:7][C:8]2[C:13]([CH:14]=1)=[CH:12][C:11]([CH2:15][CH2:16][CH2:17][N:18]([CH2:21][CH3:22])[CH2:19][CH3:20])=[CH:10][CH:9]=2)=O)C.[H-].[Al+3].[Li+].[H-].[H-].[H-]. The catalyst is O1CCCC1. The product is [CH2:21]([N:18]([CH2:19][CH3:20])[CH2:17][CH2:16][CH2:15][C:11]1[CH:12]=[C:13]2[C:8](=[CH:9][CH:10]=1)[NH:7][C:6]([CH2:4][OH:3])=[CH:14]2)[CH3:22]. The yield is 0.660. (5) The reactants are [H-].[Na+].[N:3]1[CH:8]=[CH:7][CH:6]=[C:5]([CH2:9][OH:10])[CH:4]=1.Br[CH:12](C)[C:13]([O:15][C:16]([CH3:19])([CH3:18])[CH3:17])=[O:14].O. The catalyst is C1COCC1. The product is [N:3]1[CH:8]=[CH:7][CH:6]=[C:5]([CH2:9][O:10][CH2:12][C:13]([O:15][C:16]([CH3:19])([CH3:18])[CH3:17])=[O:14])[CH:4]=1. The yield is 0.563. (6) The reactants are [NH2:1][CH:2]1[CH2:7][CH2:6][N:5]([CH3:8])[CH2:4][CH2:3]1.[CH2:9]([S:11]([C:14]1[CH:15]=[C:16]([C:20]2[C:25]3[C:26]4[CH:32]=[C:31]([CH3:33])[CH:30]=[N:29][C:27]=4[NH:28][C:24]=3[C:23](NCCCN(C)C)=[N:22][CH:21]=2)[CH:17]=[CH:18][CH:19]=1)(=[O:13])=[O:12])[CH3:10]. No catalyst specified. The product is [CH2:9]([S:11]([C:14]1[CH:15]=[C:16]([C:20]2[C:25]3[C:26]4[CH:32]=[C:31]([CH3:33])[CH:30]=[N:29][C:27]=4[NH:28][C:24]=3[C:23]([NH:1][CH:2]3[CH2:7][CH2:6][N:5]([CH3:8])[CH2:4][CH2:3]3)=[N:22][CH:21]=2)[CH:17]=[CH:18][CH:19]=1)(=[O:12])=[O:13])[CH3:10]. The yield is 0.310.